This data is from Full USPTO retrosynthesis dataset with 1.9M reactions from patents (1976-2016). The task is: Predict the reactants needed to synthesize the given product. (1) Given the product [CH3:1][O:2][C:3]1[CH:4]=[C:5]2[C:10](=[CH:11][CH:12]=1)[O:9][CH2:8][CH2:7][C:6]2=[N:15][OH:16], predict the reactants needed to synthesize it. The reactants are: [CH3:1][O:2][C:3]1[CH:4]=[C:5]2[C:10](=[CH:11][CH:12]=1)[O:9][CH2:8][CH2:7][C:6]2=O.Cl.[NH2:15][OH:16].C([O-])(=O)C.[Na+]. (2) Given the product [C:1]([O:5][C:6](=[O:7])[NH:8][C@H:9]([C:11](=[O:13])[N:28]([C@H:24]([CH2:25][O:26][CH3:27])[CH2:23][CH2:22][O:21][CH2:14][C:15]1[CH:20]=[CH:19][CH:18]=[CH:17][CH:16]=1)[CH2:29][CH:30]([O:31][CH3:32])[O:33][CH3:34])[CH3:10])([CH3:2])([CH3:3])[CH3:4], predict the reactants needed to synthesize it. The reactants are: [C:1]([O:5][C:6]([NH:8][C@H:9]([C:11]([OH:13])=O)[CH3:10])=[O:7])([CH3:4])([CH3:3])[CH3:2].[CH2:14]([O:21][CH2:22][CH2:23][C@H:24]([NH:28][CH2:29][CH:30]([O:33][CH3:34])[O:31][CH3:32])[CH2:25][O:26][CH3:27])[C:15]1[CH:20]=[CH:19][CH:18]=[CH:17][CH:16]=1.CN1CCOCC1.F[P-](F)(F)(F)(F)F.N1(OC(N(C)C)=[N+](C)C)C2N=CC=CC=2N=N1. (3) Given the product [C:1]([NH:5][S:6]([C:9]1[C:10]([C:15]2[CH:20]=[CH:19][C:18]([C:21]3[CH:26]=[N:25][C:24]([NH:27][S:28]([CH3:31])(=[O:30])=[O:29])=[CH:23][N:22]=3)=[C:17]([F:36])[CH:16]=2)=[CH:11][CH:12]=[CH:13][CH:14]=1)(=[O:7])=[O:8])([CH3:4])([CH3:3])[CH3:2], predict the reactants needed to synthesize it. The reactants are: [C:1]([NH:5][S:6]([C:9]1[C:10]([C:15]2[CH:20]=[CH:19][C:18]([C:21]3[CH:26]=[N:25][C:24]([N:27](S(C)(=O)=O)[S:28]([CH3:31])(=[O:30])=[O:29])=[CH:23][N:22]=3)=[C:17]([F:36])[CH:16]=2)=[CH:11][CH:12]=[CH:13][CH:14]=1)(=[O:8])=[O:7])([CH3:4])([CH3:3])[CH3:2].[OH-].[Na+]. (4) The reactants are: CS[C:3](SC)=[CH:4][C:5]([C:7]1[CH:12]=[CH:11][CH:10]=[CH:9][CH:8]=1)=[O:6].[NH2:15][C:16]1[CH:21]=[CH:20][CH:19]=[CH:18][CH:17]=1.C[Si]([N-][Si](C)(C)C)(C)C.[Li+]. Given the product [NH:15]([C:3]([NH:15][C:16]1[CH:21]=[CH:20][CH:19]=[CH:18][CH:17]=1)=[CH:4][C:5]([C:7]1[CH:12]=[CH:11][CH:10]=[CH:9][CH:8]=1)=[O:6])[C:16]1[CH:21]=[CH:20][CH:19]=[CH:18][CH:17]=1, predict the reactants needed to synthesize it. (5) Given the product [C:19]([O:18][C:17]([NH:16][CH2:15][C:14]1[N:5]([CH2:1][CH:2]([CH3:4])[CH3:3])[C:6](=[O:37])[C:7]2[C:12]([C:13]=1[C:24]1[S:25][CH:26]=[CH:27][CH:28]=1)=[CH:11][C:10]([C:47]([O:46][CH3:50])=[O:45])=[CH:9][CH:8]=2)=[O:23])([CH3:20])([CH3:22])[CH3:21], predict the reactants needed to synthesize it. The reactants are: [CH2:1]([N:5]1[C:14]([CH2:15][NH:16][C:17](=[O:23])[O:18][C:19]([CH3:22])([CH3:21])[CH3:20])=[C:13]([C:24]2[S:25][CH:26]=[CH:27][CH:28]=2)[C:12]2[C:7](=[CH:8][CH:9]=[C:10](OS(C(F)(F)F)(=O)=O)[CH:11]=2)[C:6]1=[O:37])[CH:2]([CH3:4])[CH3:3].C(N(CC)CC)C.[OH2:45].[O:46]1[CH2:50]CC[CH2:47]1.